Dataset: Full USPTO retrosynthesis dataset with 1.9M reactions from patents (1976-2016). Task: Predict the reactants needed to synthesize the given product. (1) Given the product [F:7][C:8]1[CH:16]=[CH:12][C:11]([N+:17]([O-:19])=[O:18])=[C:1]([C:2]([Cl:4])=[O:3])[CH:9]=1, predict the reactants needed to synthesize it. The reactants are: [C:1](Cl)(=O)[C:2]([Cl:4])=[O:3].[F:7][C:8]1[CH:9]=C[C:11]([N+:17]([O-:19])=[O:18])=[C:12]([CH:16]=1)C(O)=O. (2) Given the product [ClH:41].[OH:29][NH:28][C:26]([C:20]1([S:17]([C:14]2[CH:15]=[CH:16][C:11]([C:8]3[CH:7]=[CH:6][C:5]([CH2:4][CH2:3][C:2]([F:40])([F:1])[C:36]([F:37])([F:38])[F:39])=[CH:10][N:9]=3)=[CH:12][CH:13]=2)(=[O:18])=[O:19])[CH2:21][CH2:22][O:23][CH2:24][CH2:25]1)=[O:27], predict the reactants needed to synthesize it. The reactants are: [F:1][C:2]([F:40])([C:36]([F:39])([F:38])[F:37])[CH2:3][CH2:4][C:5]1[CH:6]=[CH:7][C:8]([C:11]2[CH:16]=[CH:15][C:14]([S:17]([C:20]3([C:26]([NH:28][O:29]C4CCCCO4)=[O:27])[CH2:25][CH2:24][O:23][CH2:22][CH2:21]3)(=[O:19])=[O:18])=[CH:13][CH:12]=2)=[N:9][CH:10]=1.[ClH:41].CO. (3) Given the product [F:1][C:2]1[CH:3]=[CH:4][C:5]([S:8]([NH:11][C@@H:12]([C:14]([O:16][C:18]([CH3:20])([CH3:19])[CH3:17])=[O:15])[CH3:13])(=[O:9])=[O:10])=[CH:6][CH:7]=1, predict the reactants needed to synthesize it. The reactants are: [F:1][C:2]1[CH:7]=[CH:6][C:5]([S:8]([NH:11][C@@H:12]([C:14]([OH:16])=[O:15])[CH3:13])(=[O:10])=[O:9])=[CH:4][CH:3]=1.[CH2:17]=[C:18]([CH3:20])[CH3:19].S(=O)(=O)(O)O.C(=O)(O)[O-].[Na+]. (4) Given the product [Br-:1].[F:25][C:22]1[CH:23]=[CH:24][C:19]([N:18]2[C:17](=[O:26])[CH:16]([CH2:27][CH2:28][CH:29]([C:31]3[CH:32]=[CH:33][C:34]([F:37])=[CH:35][CH:36]=3)[OH:30])[CH:15]2[C:12]2[CH:13]=[CH:14][C:9]([O:8][CH2:7][C:6]3[CH:39]=[CH:40][C:3]([CH2:2][N+:43]45[CH2:48][CH2:47][N:46]([CH2:45][CH2:44]4)[CH2:41][CH2:42]5)=[CH:4][CH:5]=3)=[CH:10][C:11]=2[OH:38])=[CH:20][CH:21]=1, predict the reactants needed to synthesize it. The reactants are: [Br:1][CH2:2][C:3]1[CH:40]=[CH:39][C:6]([CH2:7][O:8][C:9]2[CH:14]=[CH:13][C:12]([CH:15]3[N:18]([C:19]4[CH:24]=[CH:23][C:22]([F:25])=[CH:21][CH:20]=4)[C:17](=[O:26])[CH:16]3[CH2:27][CH2:28][CH:29]([C:31]3[CH:36]=[CH:35][C:34]([F:37])=[CH:33][CH:32]=3)[OH:30])=[C:11]([OH:38])[CH:10]=2)=[CH:5][CH:4]=1.[CH2:41]1[N:46]2[CH2:47][CH2:48][N:43]([CH2:44][CH2:45]2)[CH2:42]1.